This data is from Forward reaction prediction with 1.9M reactions from USPTO patents (1976-2016). The task is: Predict the product of the given reaction. (1) Given the reactants C[C@@H](PC)[C]1[C](P(C2C3C(=CC=CC=3)C=CC=2)C2C3C(=CC=CC=3)C=CC=2)[CH][CH][CH]1.[CH2:31]([C:38]1[C:47]2[C:42](=[CH:43][C:44]([F:50])=[C:45]([O:48][CH3:49])[CH:46]=2)[CH2:41][CH2:40][C:39]=1[NH:51][C:52](=[O:55])[CH2:53][CH3:54])[C:32]1[CH:37]=[CH:36][CH:35]=[CH:34][CH:33]=1.[H][H], predict the reaction product. The product is: [CH2:31]([C@@H:38]1[C:47]2[C:42](=[CH:43][C:44]([F:50])=[C:45]([O:48][CH3:49])[CH:46]=2)[CH2:41][CH2:40][C@@H:39]1[NH:51][C:52](=[O:55])[CH2:53][CH3:54])[C:32]1[CH:37]=[CH:36][CH:35]=[CH:34][CH:33]=1. (2) Given the reactants [Br:1][C:2]1[CH:3]=[CH:4][C:5]([O:11][C:12]2[C:13]([F:18])=[N:14][CH:15]=[CH:16][CH:17]=2)=[C:6]([CH:10]=1)[C:7]([OH:9])=O.[CH2:19]([NH:21][CH2:22][CH3:23])[CH3:20].CN(C(ON1N=NC2C=CC=CC1=2)=[N+](C)C)C.[B-](F)(F)(F)F, predict the reaction product. The product is: [Br:1][C:2]1[CH:3]=[CH:4][C:5]([O:11][C:12]2[C:13]([F:18])=[N:14][CH:15]=[CH:16][CH:17]=2)=[C:6]([CH:10]=1)[C:7]([N:21]([CH2:22][CH3:23])[CH2:19][CH3:20])=[O:9]. (3) Given the reactants [OH:1][CH2:2][C@@H:3]1[NH:7][C:6](=[O:8])[CH2:5][CH2:4]1.Br[C:10]1[CH:15]=[C:14]([F:16])[C:13]([C:17]([N:19]2[CH2:24][CH2:23][N:22]([C:25]3[C:30]([CH3:31])=[CH:29][C:28]([CH3:32])=[CH:27][N:26]=3)[CH2:21][CH2:20]2)=[O:18])=[C:12]([F:33])[CH:11]=1, predict the reaction product. The product is: [CH3:31][C:30]1[C:25]([N:22]2[CH2:23][CH2:24][N:19]([C:17]([C:13]3[C:14]([F:16])=[CH:15][C:10]([N:7]4[C@@H:3]([CH2:2][OH:1])[CH2:4][CH2:5][C:6]4=[O:8])=[CH:11][C:12]=3[F:33])=[O:18])[CH2:20][CH2:21]2)=[N:26][CH:27]=[C:28]([CH3:32])[CH:29]=1. (4) Given the reactants [C:1]1([C:7]2[CH:8]=[C:9]3[C:14](=[CH:15][CH:16]=2)[CH:13]=[C:12](B(O)O)[CH:11]=[CH:10]3)[CH:6]=[CH:5][CH:4]=[CH:3][CH:2]=1.[Br:20][C:21]1[CH:26]=[CH:25][C:24](I)=[CH:23][CH:22]=1.C1(C)C=CC=CC=1.C(=O)([O-])[O-].[Na+].[Na+], predict the reaction product. The product is: [Br:20][C:21]1[CH:26]=[CH:25][C:24]([C:12]2[CH:11]=[CH:10][C:9]3[C:14](=[CH:15][CH:16]=[C:7]([C:1]4[CH:6]=[CH:5][CH:4]=[CH:3][CH:2]=4)[CH:8]=3)[CH:13]=2)=[CH:23][CH:22]=1. (5) Given the reactants [F:1][C:2]1[CH:7]=[CH:6][C:5]([NH:8][C:9]([C:11]2[C:20]3[C:15](=[CH:16][C:17]([CH2:21][C:22]4[CH:27]=[C:26](Cl)[N:25]=[CH:24][N:23]=4)=[CH:18][CH:19]=3)[CH:14]=[CH:13][CH:12]=2)=[O:10])=[CH:4][C:3]=1[C:29]([F:32])([F:31])[F:30].[N-:33]=[N+:34]=[N-:35].[Na+], predict the reaction product. The product is: [F:1][C:2]1[CH:7]=[CH:6][C:5]([NH:8][C:9]([C:11]2[C:20]3[C:15](=[CH:16][C:17]([CH2:21][C:22]4[CH:27]=[C:26]([N:33]=[N+:34]=[N-:35])[N:25]=[CH:24][N:23]=4)=[CH:18][CH:19]=3)[CH:14]=[CH:13][CH:12]=2)=[O:10])=[CH:4][C:3]=1[C:29]([F:32])([F:31])[F:30]. (6) Given the reactants C[O:2][C:3](=[O:41])[CH2:4][C@H:5]1[C:9]2[CH:10]=[CH:11][C:12]([O:14][C@H:15]3[C:23]4[C:18](=[C:19]([O:25][C:26]5[CH:31]=[C:30]([CH2:32][CH2:33][CH2:34][C:35]([OH:38])([CH3:37])[CH3:36])[CH:29]=[CH:28][C:27]=5[C:39]#[N:40])[CH:20]=[CH:21][C:22]=4[F:24])[CH2:17][CH2:16]3)=[CH:13][C:8]=2[O:7][CH2:6]1.[OH-].[K+], predict the reaction product. The product is: [C:39]([C:27]1[CH:28]=[CH:29][C:30]([CH2:32][CH2:33][CH2:34][C:35]([OH:38])([CH3:36])[CH3:37])=[CH:31][C:26]=1[O:25][C:19]1[CH:20]=[CH:21][C:22]([F:24])=[C:23]2[C:18]=1[CH2:17][CH2:16][C@H:15]2[O:14][C:12]1[CH:11]=[CH:10][C:9]2[C@H:5]([CH2:4][C:3]([OH:41])=[O:2])[CH2:6][O:7][C:8]=2[CH:13]=1)#[N:40]. (7) Given the reactants [CH2:1]([C@H:8]([NH:37][C:38](=[O:44])[O:39][C:40]([CH3:43])([CH3:42])[CH3:41])[C@@H:9]([OH:36])[CH2:10][C@@H:11]([NH:25]C(OCC1C=CC=CC=1)=O)[CH2:12][C:13]1[CH:18]=[CH:17][C:16]([C:19]2[CH:24]=[CH:23][N:22]=[CH:21][CH:20]=2)=[CH:15][CH:14]=1)[C:2]1[CH:7]=[CH:6][CH:5]=[CH:4][CH:3]=1.Cl, predict the reaction product. The product is: [NH2:25][C@@H:11]([CH2:12][C:13]1[CH:18]=[CH:17][C:16]([C:19]2[CH:24]=[CH:23][N:22]=[CH:21][CH:20]=2)=[CH:15][CH:14]=1)[CH2:10][C@H:9]([OH:36])[C@@H:8]([NH:37][C:38](=[O:44])[O:39][C:40]([CH3:41])([CH3:42])[CH3:43])[CH2:1][C:2]1[CH:3]=[CH:4][CH:5]=[CH:6][CH:7]=1. (8) Given the reactants Cl[S:2]([N:5]=[C:6]=[O:7])(=[O:4])=[O:3].[C:8]([OH:12])([CH3:11])([CH3:10])[CH3:9].Cl.[NH2:14][C:15]1[C:16]([O:39][CH2:40][CH3:41])=[CH:17][CH:18]=[C:19]2[C:24]=1[CH:23]=[N:22][CH:21]=[C:20]2[C:25]([C:27]1[CH:32]=[C:31]([O:33][CH3:34])[C:30]([O:35][CH3:36])=[C:29]([O:37][CH3:38])[CH:28]=1)=[O:26].CCN(CC)CC, predict the reaction product. The product is: [CH2:40]([O:39][C:16]1[C:15]([NH:14][S:2]([NH:5][C:6](=[O:7])[O:12][C:8]([CH3:11])([CH3:10])[CH3:9])(=[O:4])=[O:3])=[C:24]2[C:19]([C:20]([C:25](=[O:26])[C:27]3[CH:32]=[C:31]([O:33][CH3:34])[C:30]([O:35][CH3:36])=[C:29]([O:37][CH3:38])[CH:28]=3)=[CH:21][N:22]=[CH:23]2)=[CH:18][CH:17]=1)[CH3:41].